This data is from Forward reaction prediction with 1.9M reactions from USPTO patents (1976-2016). The task is: Predict the product of the given reaction. (1) Given the reactants [F:1][C:2]1[CH:3]=[C:4]([NH2:28])[CH:5]=[CH:6][C:7]=1[O:8][C:9]1[CH:14]=[CH:13][N:12]=[C:11]2[CH:15]=[C:16]([C:18]#[C:19][CH2:20][N:21]3[CH2:26][CH2:25][N:24]([CH3:27])[CH2:23][CH2:22]3)[S:17][C:10]=12.[O:29]([C:36]1[CH:44]=[CH:43][CH:42]=[CH:41][C:37]=1[C:38](O)=[O:39])[C:30]1[CH:35]=[CH:34][CH:33]=[CH:32][CH:31]=1, predict the reaction product. The product is: [F:1][C:2]1[CH:3]=[C:4]([NH:28][C:38](=[O:39])[C:37]2[CH:41]=[CH:42][CH:43]=[CH:44][C:36]=2[O:29][C:30]2[CH:35]=[CH:34][CH:33]=[CH:32][CH:31]=2)[CH:5]=[CH:6][C:7]=1[O:8][C:9]1[CH:14]=[CH:13][N:12]=[C:11]2[CH:15]=[C:16]([C:18]#[C:19][CH2:20][N:21]3[CH2:22][CH2:23][N:24]([CH3:27])[CH2:25][CH2:26]3)[S:17][C:10]=12. (2) The product is: [CH3:1][N:2]([CH3:15])[CH2:3][CH2:4][N:5]1[C:13]2[C:8](=[CH:9][CH:10]=[C:11]([NH:14][S:25]([C:22]3[S:21][C:20]4[CH:29]=[CH:30][C:17]([Cl:16])=[CH:18][C:19]=4[C:23]=3[CH3:24])(=[O:27])=[O:26])[CH:12]=2)[CH2:7][CH2:6]1. Given the reactants [CH3:1][N:2]([CH3:15])[CH2:3][CH2:4][N:5]1[C:13]2[C:8](=[CH:9][CH:10]=[C:11]([NH2:14])[CH:12]=2)[CH2:7][CH2:6]1.[Cl:16][C:17]1[CH:30]=[CH:29][C:20]2[S:21][C:22]([S:25](Cl)(=[O:27])=[O:26])=[C:23]([CH3:24])[C:19]=2[CH:18]=1, predict the reaction product. (3) Given the reactants [CH2:1]([O:5][C:6]1[CH:13]=[CH:12][C:9]([CH:10]=O)=[CH:8][CH:7]=1)[CH2:2][CH2:3][CH3:4].[N+:14]([CH3:17])([O-:16])=[O:15].C([O-])(=O)C.[NH4+], predict the reaction product. The product is: [CH2:1]([O:5][C:6]1[CH:13]=[CH:12][C:9](/[CH:10]=[CH:17]/[N+:14]([O-:16])=[O:15])=[CH:8][CH:7]=1)[CH2:2][CH2:3][CH3:4]. (4) Given the reactants Cl[C:2]1[C:7]([C:8]([NH2:10])=[O:9])=[CH:6][C:5](Cl)=[CH:4][N:3]=1.[F:12][C:13]1[CH:26]=[C:25]([F:27])[CH:24]=[CH:23][C:14]=1[O:15][C:16]1[CH:21]=[CH:20][C:19]([OH:22])=[CH:18][CH:17]=1.CC1(C)OB([C:34]2[CH2:39][N:38]([C:40](OC(C)(C)C)=O)[CH2:37][CH2:36][CH:35]=2)OC1(C)C.Cl.[N:51]#CBr, predict the reaction product. The product is: [C:40]([N:38]1[CH2:37][CH2:36][CH2:35][C@@H:34]([C:5]2[CH:6]=[C:7]([C:8]([NH2:10])=[O:9])[C:2]([O:22][C:19]3[CH:18]=[CH:17][C:16]([O:15][C:14]4[CH:23]=[CH:24][C:25]([F:27])=[CH:26][C:13]=4[F:12])=[CH:21][CH:20]=3)=[N:3][CH:4]=2)[CH2:39]1)#[N:51]. (5) Given the reactants [F:1][C:2]1[CH:3]=[C:4]([C:9]2[CH:18]=[C:17]3[C:12]([N:13]=[CH:14][C:15]([C:19]4[S:20][CH:21]=[CH:22][CH:23]=4)=[N:16]3)=[C:11]([C:24]([NH:26][CH2:27][C:28]([O:30]CC)=[O:29])=[O:25])[C:10]=2[OH:33])[CH:5]=[CH:6][C:7]=1[F:8].[OH-].[Na+], predict the reaction product. The product is: [F:1][C:2]1[CH:3]=[C:4]([C:9]2[CH:18]=[C:17]3[C:12]([N:13]=[CH:14][C:15]([C:19]4[S:20][CH:21]=[CH:22][CH:23]=4)=[N:16]3)=[C:11]([C:24]([NH:26][CH2:27][C:28]([OH:30])=[O:29])=[O:25])[C:10]=2[OH:33])[CH:5]=[CH:6][C:7]=1[F:8]. (6) Given the reactants Cl[C:2]1[C:7]([N+:8]([O-:10])=[O:9])=[CH:6][CH:5]=[CH:4][C:3]=1[N+:11]([O-:13])=[O:12].[C:14]([O:18][C:19]([N:21]1[CH2:26][CH2:25][NH:24][CH2:23][CH2:22]1)=[O:20])([CH3:17])([CH3:16])[CH3:15].C([O-])([O-])=O.[K+].[K+], predict the reaction product. The product is: [C:14]([O:18][C:19]([N:21]1[CH2:26][CH2:25][N:24]([C:2]2[C:7]([N+:8]([O-:10])=[O:9])=[CH:6][CH:5]=[CH:4][C:3]=2[N+:11]([O-:13])=[O:12])[CH2:23][CH2:22]1)=[O:20])([CH3:17])([CH3:15])[CH3:16]. (7) Given the reactants [NH2:1][C:2]1[CH:17]=[CH:16][C:5]2[N:6]([C:9]3[CH:14]=[CH:13][C:12]([NH2:15])=[CH:11][CH:10]=3)[CH:7]=[N:8][C:4]=2[CH:3]=1.[NH:18]1[C:26]2[C:21](=[CH:22][CH:23]=[C:24]([C:27]([OH:29])=O)[CH:25]=2)[CH:20]=[CH:19]1, predict the reaction product. The product is: [NH:18]1[C:26]2[C:21](=[CH:22][CH:23]=[C:24]([C:27]([NH:1][C:2]3[CH:17]=[CH:16][C:5]4[N:6]([C:9]5[CH:10]=[CH:11][C:12]([NH:15][C:27]([C:24]6[CH:25]=[C:26]7[C:21]([CH:20]=[CH:19][NH:18]7)=[CH:22][CH:23]=6)=[O:29])=[CH:13][CH:14]=5)[CH:7]=[N:8][C:4]=4[CH:3]=3)=[O:29])[CH:25]=2)[CH:20]=[CH:19]1.